This data is from Full USPTO retrosynthesis dataset with 1.9M reactions from patents (1976-2016). The task is: Predict the reactants needed to synthesize the given product. (1) Given the product [O:12]=[C:10]1[C:5]2([CH2:6][CH2:7][CH2:8][CH2:9]2)[NH:4][CH2:3][C@@H:2]([C:14]2[CH:19]=[CH:18][CH:17]=[CH:16][CH:15]=2)[N:26]1[CH2:25][C:24]([O:23][CH2:21][CH3:22])=[O:27], predict the reactants needed to synthesize it. The reactants are: O=[C:2]([C:14]1[CH:19]=[CH:18][CH:17]=[CH:16][CH:15]=1)[CH2:3][NH:4][C:5]1([C:10]([O:12]C)=O)[CH2:9][CH2:8][CH2:7][CH2:6]1.Cl.[CH2:21]([O:23][C:24](=[O:27])[CH2:25][NH2:26])[CH3:22].CC(O)=O.[BH3-]C#N.[Na+]. (2) Given the product [N+:1]([C:4]1[CH:9]=[CH:8][C:7]([NH:10][CH:11]2[CH2:12][CH2:13][CH:14]([O:17][CH2:18][C:19]([NH:67][C:62]3[CH:61]=[CH:60][C:59]4[C:64](=[CH:65][CH:66]=[C:57]([C:56]([F:68])([F:55])[F:69])[CH:58]=4)[N:63]=3)=[O:21])[CH2:15][CH2:16]2)=[CH:6][C:5]=1[C:22]([F:24])([F:23])[F:25])([O-:3])=[O:2], predict the reactants needed to synthesize it. The reactants are: [N+:1]([C:4]1[CH:9]=[CH:8][C:7]([NH:10][CH:11]2[CH2:16][CH2:15][CH:14]([O:17][CH2:18][C:19]([OH:21])=O)[CH2:13][CH2:12]2)=[CH:6][C:5]=1[C:22]([F:25])([F:24])[F:23])([O-:3])=[O:2].CCN=C=NCCCN(C)C.Cl.C1C=CC2N(O)N=NC=2C=1.C(N(CC)CC)C.[F:55][C:56]([F:69])([F:68])[C:57]1[CH:58]=[C:59]2[C:64](=[CH:65][CH:66]=1)[N:63]=[C:62]([NH2:67])[CH:61]=[CH:60]2. (3) Given the product [CH:20]1(/[CH:23]=[C:6](\[CH2:7][CH2:8][CH2:9][CH2:10][CH3:11])/[C:4](=[O:3])[CH3:5])[CH2:22][CH2:21]1, predict the reactants needed to synthesize it. The reactants are: [OH-].[Na+].[O:3]=[C:4]([CH:6](P(=O)(OCC)OCC)[CH2:7][CH2:8][CH2:9][CH2:10][CH3:11])[CH3:5].[CH:20]1([CH:23]=O)[CH2:22][CH2:21]1. (4) Given the product [F:15][C:2]([F:14])([F:1])[C:3]1[C:11]([C:12]#[N:13])=[CH:10][CH:9]=[C:8]2[C:4]=1[CH:5]=[CH:6][N:7]2[CH2:17][C:18]1[O:19][C:20]([C:23]([F:26])([F:25])[F:24])=[CH:21][CH:22]=1, predict the reactants needed to synthesize it. The reactants are: [F:1][C:2]([F:15])([F:14])[C:3]1[C:11]([C:12]#[N:13])=[CH:10][CH:9]=[C:8]2[C:4]=1[CH:5]=[CH:6][NH:7]2.Br[CH2:17][C:18]1[O:19][C:20]([C:23]([F:26])([F:25])[F:24])=[CH:21][CH:22]=1. (5) The reactants are: [C:1]([O:5][C:6]([N:8]1[CH2:11][CH2:10][C@H:9]1[CH2:12]OS(C)(=O)=O)=[O:7])([CH3:4])([CH3:3])[CH3:2].C([BH-](CC)CC)C.[Li+].C(OCC)(=O)C. Given the product [C:1]([O:5][C:6]([N:8]1[CH2:11][CH2:10][C@H:9]1[CH3:12])=[O:7])([CH3:4])([CH3:2])[CH3:3], predict the reactants needed to synthesize it. (6) The reactants are: [Br:1][C:2]1[N:7]=[CH:6][C:5]2[CH:8]=[C:9]([C:11]3[CH:12]=[N:13][N:14]([CH3:16])[CH:15]=3)[NH:10][C:4]=2[CH:3]=1.[CH2:17]([O:19][C:20](Cl)=[O:21])[CH3:18]. Given the product [CH2:17]([O:19][C:20]([N:10]1[C:4]2[CH:3]=[C:2]([Br:1])[N:7]=[CH:6][C:5]=2[CH:8]=[C:9]1[C:11]1[CH:12]=[N:13][N:14]([CH3:16])[CH:15]=1)=[O:21])[CH3:18], predict the reactants needed to synthesize it. (7) Given the product [ClH:3].[Cl:3][CH2:17][C:11]1[C:10]2[C:15](=[C:6]([F:5])[CH:7]=[CH:8][CH:9]=2)[N:14]=[C:13]([CH3:16])[CH:12]=1, predict the reactants needed to synthesize it. The reactants are: S(Cl)([Cl:3])=O.[F:5][C:6]1[CH:7]=[CH:8][CH:9]=[C:10]2[C:15]=1[N:14]=[C:13]([CH3:16])[CH:12]=[C:11]2[CH2:17]O.